Dataset: Experimentally validated miRNA-target interactions with 360,000+ pairs, plus equal number of negative samples. Task: Binary Classification. Given a miRNA mature sequence and a target amino acid sequence, predict their likelihood of interaction. (1) The miRNA is mmu-miR-5627-5p with sequence AGAGGGUGCGCCGGGCCCUGCG. The protein sequence of the target gene is MNRPLSAEAEEELEWQVASRRRKAWAKCRSSWQASETEDLSTETTTQDEDEDDEEDLPGTKLPAPAGRGNVPNEKIAIWLKDCRTPLGASLDEQSSGTPKGVLVRNGGSFEDDLSLGAEANHLHEPDAQVENCNNILAKERRLQFHQKGRSMNSTGSGKSSGTVSSVSELLELYEEDPEEILYNLGFGRDEPDIASKIPSRFFNSSSFARGIDIKVFLSAQMQRMEVENPNYALTSRFRQIEVLTTVANAFSSLYSQVSGTPLQRIGSMSSVTSTKEVADSPPPLTRSNTANRLMKTLSK.... Result: 0 (no interaction). (2) The miRNA is hsa-miR-661 with sequence UGCCUGGGUCUCUGGCCUGCGCGU. The protein sequence of the target gene is MQNSHMDEYRNSSNGSTGNSSEVVVEHPTDFSTEIMNVTEMEQSPDDSPNVNASTEETEMASAVDLPVTLTETEANFPPEYEKFWKTVENNPQDFTGWVYLLQYVEQENHLMAARKAFDRFFIHYPYCYGYWKKYADLEKRHDNIKPSDEVYRRGLQAIPLSVDLWIHYINFLKETLDPGDPETNNTIRGTFEHAVLAAGTDFRSDRLWEMYINWENEQGNLREVTAIYDRILGIPTQLYSHHFQRFKEHVQNNLPRDLLTGEQFIQLRRELASVNGHSGDDGPPGDDLPSGIEDITDPA.... Result: 0 (no interaction).